The task is: Predict the product of the given reaction.. This data is from Forward reaction prediction with 1.9M reactions from USPTO patents (1976-2016). (1) Given the reactants [Cl:1][CH2:2][CH2:3][CH2:4][S:5]([O:8][CH2:9][C:10]([CH3:24])([CH3:23])[C@@H:11]([O:15][CH2:16][C:17]1[CH:22]=[CH:21][CH:20]=[CH:19][CH:18]=1)[C:12]([OH:14])=[O:13])(=[O:7])=[O:6].[C:25](Cl)(=O)[C:26](Cl)=O.[N:31]1[CH:36]=CC=C[CH:32]=1, predict the reaction product. The product is: [Cl:1][CH2:2][CH2:3][CH2:4][S:5]([O:8][CH2:9][C:10]([CH3:24])([CH3:23])[C@@H:11]([O:15][CH2:16][C:17]1[CH:22]=[CH:21][CH:20]=[CH:19][CH:18]=1)[C:12]([O:14][CH2:25][CH2:26][N:31]([CH3:36])[CH3:32])=[O:13])(=[O:6])=[O:7]. (2) The product is: [CH3:1][C:2]12[C:14]3[C:6](=[CH:7][C:8]([NH:15][C:16]([C:18]4[CH:27]=[CH:26][C:21]([C:22]([OH:24])=[O:23])=[CH:20][N:19]=4)=[O:17])=[CH:9][C:10]=3[CH2:11][CH2:12][CH2:13]1)[CH2:5][CH2:4][CH2:3]2. Given the reactants [CH3:1][C:2]12[C:14]3[C:6](=[CH:7][C:8]([NH:15][C:16]([C:18]4[CH:27]=[CH:26][C:21]([C:22]([O:24]C)=[O:23])=[CH:20][N:19]=4)=[O:17])=[CH:9][C:10]=3[CH2:11][CH2:12][CH2:13]1)[CH2:5][CH2:4][CH2:3]2.[OH-].[Na+].Cl, predict the reaction product. (3) Given the reactants C[O:2][C:3]1[CH:8]=[CH:7][CH:6]=[CH:5][C:4]=1[CH2:9][C:10]([C:12]1[C:20]2[C:15](=[CH:16][CH:17]=[CH:18][CH:19]=2)[N:14]([CH2:21][CH2:22][CH2:23][CH2:24][CH3:25])[CH:13]=1)=[O:11], predict the reaction product. The product is: [OH:2][C:3]1[CH:8]=[CH:7][CH:6]=[CH:5][C:4]=1[CH2:9][C:10]([C:12]1[C:20]2[C:15](=[CH:16][CH:17]=[CH:18][CH:19]=2)[N:14]([CH2:21][CH2:22][CH2:23][CH2:24][CH3:25])[CH:13]=1)=[O:11]. (4) Given the reactants [Cl:1][C:2]1[CH:3]=[C:4]([NH:9][C:10]([CH:12]2[CH2:17][CH2:16][N:15](C(OC(C)(C)C)=O)[CH2:14][CH2:13]2)=[O:11])[CH:5]=[CH:6][C:7]=1[Cl:8].Cl, predict the reaction product. The product is: [ClH:1].[Cl:1][C:2]1[CH:3]=[C:4]([NH:9][C:10]([CH:12]2[CH2:13][CH2:14][NH:15][CH2:16][CH2:17]2)=[O:11])[CH:5]=[CH:6][C:7]=1[Cl:8]. (5) Given the reactants [NH2:1][C:2]1[CH:3]=[C:4]([NH:10][C:11]2[N:16]=[C:15]([C:17]3[CH:18]=[CH:19][C:20]([O:25][CH3:26])=[C:21]([CH:24]=3)[C:22]#[N:23])[CH:14]=[CH:13][N:12]=2)[CH:5]=[C:6]([O:8][CH3:9])[CH:7]=1.CCN(CC)CC.[N:34]([CH:37]1[CH2:41][CH2:40][CH2:39][CH2:38]1)=[C:35]=[O:36], predict the reaction product. The product is: [C:22]([C:21]1[CH:24]=[C:17]([C:15]2[CH:14]=[CH:13][N:12]=[C:11]([NH:10][C:4]3[CH:3]=[C:2]([NH:1][C:35]([NH:34][CH:37]4[CH2:41][CH2:40][CH2:39][CH2:38]4)=[O:36])[CH:7]=[C:6]([O:8][CH3:9])[CH:5]=3)[N:16]=2)[CH:18]=[CH:19][C:20]=1[O:25][CH3:26])#[N:23]. (6) Given the reactants [N:1]1([C:7]2[O:8][C:9]([C:12]([O:14]CC)=[O:13])=[CH:10][N:11]=2)[CH2:6][CH2:5][CH2:4][CH2:3][CH2:2]1.[OH-].[Li+].CO.Cl, predict the reaction product. The product is: [N:1]1([C:7]2[O:8][C:9]([C:12]([OH:14])=[O:13])=[CH:10][N:11]=2)[CH2:6][CH2:5][CH2:4][CH2:3][CH2:2]1. (7) Given the reactants Br[C:2]1[CH:23]=[CH:22][C:5]2[C:6]3[N:7]([CH:11]=[C:12]([C:14]4[N:15]([CH:19]([CH3:21])[CH3:20])[CH:16]=[CH:17][N:18]=4)[N:13]=3)[CH2:8][CH2:9][O:10][C:4]=2[CH:3]=1.[CH3:24][C:25]([OH:42])([CH3:41])[CH2:26][N:27]1[CH:31]=[C:30](B2OC(C)(C)C(C)(C)O2)[CH:29]=[N:28]1.C(#N)C.C(=O)([O-])[O-].[K+].[K+], predict the reaction product. The product is: [CH:19]([N:15]1[CH:16]=[CH:17][N:18]=[C:14]1[C:12]1[N:13]=[C:6]2[C:5]3[CH:22]=[CH:23][C:2]([C:30]4[CH:29]=[N:28][N:27]([CH2:26][C:25]([CH3:41])([OH:42])[CH3:24])[CH:31]=4)=[CH:3][C:4]=3[O:10][CH2:9][CH2:8][N:7]2[CH:11]=1)([CH3:21])[CH3:20].